From a dataset of Full USPTO retrosynthesis dataset with 1.9M reactions from patents (1976-2016). Predict the reactants needed to synthesize the given product. Given the product [O:1]=[C:2]1[CH2:8][C:7](=[O:9])[N:6]([C:10]2[CH:11]=[CH:12][C:13]([C:14]([OH:16])=[O:15])=[CH:19][CH:20]=2)[C:5]2[CH:21]=[CH:22][C:23]3[C:28]([C:4]=2[NH:3]1)=[CH:27][CH:26]=[CH:25][CH:24]=3, predict the reactants needed to synthesize it. The reactants are: [O:1]=[C:2]1[CH2:8][C:7](=[O:9])[N:6]([C:10]2[CH:20]=[CH:19][C:13]([C:14]([O:16]CC)=[O:15])=[CH:12][CH:11]=2)[C:5]2[CH:21]=[CH:22][C:23]3[C:28]([C:4]=2[NH:3]1)=[CH:27][CH:26]=[CH:25][CH:24]=3.[OH-].[Na+].